From a dataset of Catalyst prediction with 721,799 reactions and 888 catalyst types from USPTO. Predict which catalyst facilitates the given reaction. Reactant: [Br:1][C:2]1[CH:3]=[C:4]2[C:9](=[CH:10][CH:11]=1)[N:8]=[CH:7][C:6](I)=[C:5]2[O:13][CH3:14].[NH:15]1[CH2:20][CH2:19][O:18][CH2:17][C:16]1=[O:21].P([O-])([O-])([O-])=O.[K+].[K+].[K+].CNCCNC. Product: [Br:1][C:2]1[CH:3]=[C:4]2[C:9](=[CH:10][CH:11]=1)[N:8]=[CH:7][C:6]([N:15]1[CH2:20][CH2:19][O:18][CH2:17][C:16]1=[O:21])=[C:5]2[O:13][CH3:14]. The catalyst class is: 16.